Dataset: Reaction yield outcomes from USPTO patents with 853,638 reactions. Task: Predict the reaction yield, written as a fraction of the theoretical maximum amount of product (1.0 means a 100% yield; for example, 0.34 means a 34% yield). (1) The reactants are [N+:1]([C:4]1[CH:14]=[CH:13][C:7]([O:8][CH2:9][C:10]([OH:12])=O)=[CH:6][CH:5]=1)([O-:3])=[O:2].Cl.C([N:18](CC)[CH2:19][CH3:20])C.CC[N:25]=C=NCCCN(C)C.Cl.C(N(C(C)C)CC)(C)C. The catalyst is C1COCC1. The product is [N+:1]([C:4]1[CH:5]=[CH:6][C:7]([O:8][CH2:9][C:10]2[O:12][N:25]=[C:19]([CH3:20])[N:18]=2)=[CH:13][CH:14]=1)([O-:3])=[O:2]. The yield is 0.600. (2) The reactants are Cl[C:2]1[N:7]=[N:6][C:5]([C:8]([OH:10])=[O:9])=[CH:4][CH:3]=1.[Cl:11][C:12]1[CH:18]=[CH:17][C:15]([NH2:16])=[CH:14][CH:13]=1. The catalyst is COCCOC.C(OCC)(=O)C. The product is [Cl:11][C:12]1[CH:18]=[CH:17][C:15]([NH:16][C:2]2[N:7]=[N:6][C:5]([C:8]([OH:10])=[O:9])=[CH:4][CH:3]=2)=[CH:14][CH:13]=1. The yield is 0.320. (3) The product is [F:15][C:12]1[CH:13]=[CH:14][C:9]2[N:8]=[N:7][N:6]([CH2:5][CH2:4][CH2:3][CH2:2][N:27]3[CH2:26][CH2:25][N:24]([C:20]4[CH:21]=[CH:22][CH:23]=[C:18]([C:17]([F:30])([F:31])[F:16])[CH:19]=4)[CH2:29][CH2:28]3)[C:10]=2[CH:11]=1. The catalyst is C(#N)C. The yield is 0.657. The reactants are Cl[CH2:2][CH2:3][CH2:4][CH2:5][N:6]1[C:10]2[CH:11]=[C:12]([F:15])[CH:13]=[CH:14][C:9]=2[N:8]=[N:7]1.[F:16][C:17]([F:31])([F:30])[C:18]1[CH:19]=[C:20]([N:24]2[CH2:29][CH2:28][NH:27][CH2:26][CH2:25]2)[CH:21]=[CH:22][CH:23]=1.C(N(C(C)C)CC)(C)C.[I-].[K+]. (4) The reactants are [H-].[Na+].[O:3]1[C:7]2[CH:8]=[CH:9][CH:10]=[CH:11][C:6]=2[N:5]=[C:4]1[N:12]([C:24]1[CH:29]=[CH:28][CH:27]=[CH:26][N:25]=1)[CH2:13][CH2:14][CH2:15][CH2:16][CH2:17][CH2:18][C:19](OCC)=O.[CH2:30]([O:32][C:33](=[O:42])CCCCCCCI)[CH3:31].O. The catalyst is CN(C=O)C. The product is [O:3]1[C:7]2[CH:8]=[CH:9][CH:10]=[CH:11][C:6]=2[N:5]=[C:4]1[N:12]([C:24]1[CH:29]=[CH:28][CH:27]=[CH:26][N:25]=1)[CH2:13][CH2:14][CH2:15][CH2:16][CH2:17][CH2:18][CH2:19][C:33]([O:32][CH2:30][CH3:31])=[O:42]. The yield is 0.430. (5) The reactants are [Cl:1][CH2:2][C:3]([C:5]1[CH:10]=[CH:9][CH:8]=[CH:7][CH:6]=1)=[O:4].[S:11]1[CH:15]=[C:14]([C@@H:16]([NH:28][C:29]2[CH:34]=[CH:33][CH:32]=[CH:31][CH:30]=2)[C:17]([O:19][C@@H:20]2[CH:25]3[CH2:26][CH2:27][N:22]([CH2:23][CH2:24]3)[CH2:21]2)=[O:18])[C:13]2[CH:35]=[CH:36][CH:37]=[CH:38][C:12]1=2. The catalyst is CC#N. The product is [Cl-:1].[S:11]1[CH:15]=[C:14]([C@@H:16]([NH:28][C:29]2[CH:34]=[CH:33][CH:32]=[CH:31][CH:30]=2)[C:17]([O:19][C@@H:20]2[CH:25]3[CH2:26][CH2:27][N+:22]([CH2:2][C:3](=[O:4])[C:5]4[CH:10]=[CH:9][CH:8]=[CH:7][CH:6]=4)([CH2:23][CH2:24]3)[CH2:21]2)=[O:18])[C:13]2[CH:35]=[CH:36][CH:37]=[CH:38][C:12]1=2. The yield is 0.603. (6) The reactants are [C:1]([O:5][C:6]([N:8]1[C:13]2[CH:14]=[C:15]([Cl:19])[CH:16]=[C:17](Br)[C:12]=2[O:11][CH:10]([C:20]([N:22]2[CH2:27][CH2:26][C:25]([C:36]#[N:37])([CH2:28][C:29]3[CH:34]=[CH:33][C:32]([F:35])=[CH:31][CH:30]=3)[CH2:24][CH2:23]2)=[O:21])[CH2:9]1)=[O:7])([CH3:4])([CH3:3])[CH3:2].CC1(C)C(C)(C)OB([C:46]2[CH:47]=[N:48][N:49]([C:51]([C:64]3[CH:69]=[CH:68][CH:67]=[CH:66][CH:65]=3)([C:58]3[CH:63]=[CH:62][CH:61]=[CH:60][CH:59]=3)[C:52]3[CH:57]=[CH:56][CH:55]=[CH:54][CH:53]=3)[CH:50]=2)O1.C([O-])([O-])=O.[Na+].[Na+]. The catalyst is C1(C)C=CC=CC=1.O. The product is [C:1]([O:5][C:6]([N:8]1[C:13]2[CH:14]=[C:15]([Cl:19])[CH:16]=[C:17]([C:46]3[CH:47]=[N:48][N:49]([C:51]([C:58]4[CH:63]=[CH:62][CH:61]=[CH:60][CH:59]=4)([C:52]4[CH:53]=[CH:54][CH:55]=[CH:56][CH:57]=4)[C:64]4[CH:69]=[CH:68][CH:67]=[CH:66][CH:65]=4)[CH:50]=3)[C:12]=2[O:11][CH:10]([C:20]([N:22]2[CH2:27][CH2:26][C:25]([C:36]#[N:37])([CH2:28][C:29]3[CH:34]=[CH:33][C:32]([F:35])=[CH:31][CH:30]=3)[CH2:24][CH2:23]2)=[O:21])[CH2:9]1)=[O:7])([CH3:4])([CH3:3])[CH3:2]. The yield is 0.787. (7) The reactants are [C:1]([N:8]1[CH2:12][C@H:11]([OH:13])[CH2:10][C@H:9]1[CH2:14][OH:15])([O:3][C:4]([CH3:7])([CH3:6])[CH3:5])=[O:2].N1C=CN=C1.[Si:21](Cl)([C:24]([CH3:27])([CH3:26])[CH3:25])([CH3:23])[CH3:22]. The catalyst is CN(C=O)C. The product is [C:1]([N:8]1[CH2:12][C@H:11]([OH:13])[CH2:10][C@H:9]1[CH2:14][O:15][Si:21]([C:24]([CH3:27])([CH3:26])[CH3:25])([CH3:23])[CH3:22])([O:3][C:4]([CH3:7])([CH3:6])[CH3:5])=[O:2]. The yield is 0.490. (8) The reactants are Cl[CH2:2][C:3]1[S:10][C:9]2[C:8]3[CH:11]=[CH:12][CH:13]=[CH:14][C:7]=3[S:6][C:5]=2[CH:4]=1.[P:15]([O:22]CC)([O:19][CH2:20][CH3:21])[O:16][CH2:17][CH3:18]. The catalyst is C1(C)C(C)=CC=CC=1. The product is [S:10]1[C:9]2[C:8]3[CH:11]=[CH:12][CH:13]=[CH:14][C:7]=3[S:6][C:5]=2[CH:4]=[C:3]1[CH2:2][P:15](=[O:22])([O:19][CH2:20][CH3:21])[O:16][CH2:17][CH3:18]. The yield is 0.790. (9) The yield is 0.430. The catalyst is C1C=CC(P(C2C=CC=CC=2)[C-]2C=CC=C2)=CC=1.C1C=CC(P(C2C=CC=CC=2)[C-]2C=CC=C2)=CC=1.Cl[Pd]Cl.[Fe+2].C(Cl)Cl. The reactants are Br[C:2]1[N:7]=[C:6]([C:8]([OH:10])=[O:9])[CH:5]=[CH:4][C:3]=1[F:11].[F:12][C:13]1[CH:18]=[CH:17][CH:16]=[CH:15][C:14]=1B(O)O. The product is [F:11][C:3]1[CH:4]=[CH:5][C:6]([C:8]([OH:10])=[O:9])=[N:7][C:2]=1[C:14]1[CH:15]=[CH:16][CH:17]=[CH:18][C:13]=1[F:12].